This data is from Forward reaction prediction with 1.9M reactions from USPTO patents (1976-2016). The task is: Predict the product of the given reaction. Given the reactants C[O:2][C:3]1[CH:4]=[C:5]2[C:9](=[C:10]([CH3:12])[CH:11]=1)[N:8]([CH3:13])[CH:7]=[C:6]2[CH:14]1[CH2:19][CH2:18][N:17]([CH3:20])[CH2:16][CH2:15]1.Cl.N1C=CC=CC=1, predict the reaction product. The product is: [CH3:13][N:8]1[C:9]2[C:5](=[CH:4][C:3]([OH:2])=[CH:11][C:10]=2[CH3:12])[C:6]([CH:14]2[CH2:19][CH2:18][N:17]([CH3:20])[CH2:16][CH2:15]2)=[CH:7]1.